From a dataset of Catalyst prediction with 721,799 reactions and 888 catalyst types from USPTO. Predict which catalyst facilitates the given reaction. (1) The catalyst class is: 12. Reactant: [F:1][C:2]1[CH:7]=[CH:6][C:5]([O:8][C:9](=[O:42])[N:10]([C@H:13]2[C@H:17]([C:18]3[CH:23]=[CH:22][C:21]([F:24])=[CH:20][CH:19]=3)[CH2:16][N:15]([C:25]([CH:27]3[CH2:32][CH2:31][N:30]([C:33]4[CH:38]=[CH:37][C:36]([C:39](=[O:41])[CH3:40])=[CH:35][N:34]=4)[CH2:29][CH2:28]3)=[O:26])[CH2:14]2)[CH2:11][CH3:12])=[CH:4][CH:3]=1.BrC1(Br)C(=O)NC(=O)NC1=O.[CH2:54]([NH:56][CH2:57][CH3:58])[CH3:55]. Product: [F:1][C:2]1[CH:7]=[CH:6][C:5]([O:8][C:9](=[O:42])[N:10]([C@H:13]2[C@H:17]([C:18]3[CH:19]=[CH:20][C:21]([F:24])=[CH:22][CH:23]=3)[CH2:16][N:15]([C:25]([CH:27]3[CH2:32][CH2:31][N:30]([C:33]4[CH:38]=[CH:37][C:36]([C:39](=[O:41])[CH2:40][N:56]([CH2:57][CH3:58])[CH2:54][CH3:55])=[CH:35][N:34]=4)[CH2:29][CH2:28]3)=[O:26])[CH2:14]2)[CH2:11][CH3:12])=[CH:4][CH:3]=1. (2) Reactant: [Br:1][C:2]1[C:10]([NH:11]C(=O)OC(C)(C)C)=[CH:9][C:5]2[CH2:6][CH2:7][O:8][C:4]=2[CH:3]=1.[ClH:19]. Product: [ClH:19].[Br:1][C:2]1[C:10]([NH2:11])=[CH:9][C:5]2[CH2:6][CH2:7][O:8][C:4]=2[CH:3]=1. The catalyst class is: 12. (3) Reactant: C(OC([N:8](C(OC(C)(C)C)=O)[C:9]1[S:10][C:11]([C:14]2[CH:15]=[C:16]([C:28]3[CH:33]=[CH:32][CH:31]=[CH:30][CH:29]=3)[C:17]3[N:18]([CH:20]=[C:21]([C:23]([O:25][CH2:26][CH3:27])=[O:24])[N:22]=3)[CH:19]=2)=[CH:12][N:13]=1)=O)(C)(C)C. Product: [NH2:8][C:9]1[S:10][C:11]([C:14]2[CH:15]=[C:16]([C:28]3[CH:33]=[CH:32][CH:31]=[CH:30][CH:29]=3)[C:17]3[N:18]([CH:20]=[C:21]([C:23]([O:25][CH2:26][CH3:27])=[O:24])[N:22]=3)[CH:19]=2)=[CH:12][N:13]=1. The catalyst class is: 67. (4) Reactant: [C:1]1([C:16]2[CH:21]=[CH:20][CH:19]=[CH:18][CH:17]=2)[CH:6]=[CH:5][C:4]([CH2:7][C:8]([C:11]2[S:12][CH:13]=[CH:14][N:15]=2)=[N:9]O)=[CH:3][CH:2]=1. Product: [C:1]1([C:16]2[CH:21]=[CH:20][CH:19]=[CH:18][CH:17]=2)[CH:2]=[CH:3][C:4]([CH2:7][CH:8]([C:11]2[S:12][CH:13]=[CH:14][N:15]=2)[NH2:9])=[CH:5][CH:6]=1. The catalyst class is: 183. (5) Reactant: [CH2:1]([N:3]1[C:11]([I:12])=[N:10][C:9]2[C:4]1=[N:5][CH:6]=[N:7][C:8]=2[NH:13][C@H:14]1[CH2:18][CH2:17][NH:16][CH2:15]1)[CH3:2].C(O)(C(F)(F)F)=O.[O:26]1[CH:30]=[C:29]([C:31](O)=[O:32])[N:28]=[CH:27]1.CCN(C(C)C)C(C)C.CCCP(=O)=O. Product: [CH2:1]([N:3]1[C:11]([I:12])=[N:10][C:9]2[C:4]1=[N:5][CH:6]=[N:7][C:8]=2[NH:13][C@H:14]1[CH2:18][CH2:17][N:16]([C:31]([C:29]2[N:28]=[CH:27][O:26][CH:30]=2)=[O:32])[CH2:15]1)[CH3:2]. The catalyst class is: 232. (6) Product: [Cl:37][C:38]([Cl:45])([Cl:44])[CH2:39][O:40][C:41](=[O:42])[NH:27][C:7]1[N:8]([C:10]2[CH:11]=[CH:12][C:13]3[C:17]([CH:18]=2)=[N:16][N:15]([CH2:19][CH2:20][N:21]2[CH2:26][CH2:25][O:24][CH2:23][CH2:22]2)[CH:14]=3)[N:9]=[C:5]([C:1]([CH3:4])([CH3:2])[CH3:3])[CH:6]=1. The catalyst class is: 1. Reactant: [C:1]([C:5]1[CH:6]=[C:7]([NH2:27])[N:8]([C:10]2[CH:11]=[CH:12][C:13]3[C:17]([CH:18]=2)=[N:16][N:15]([CH2:19][CH2:20][N:21]2[CH2:26][CH2:25][O:24][CH2:23][CH2:22]2)[CH:14]=3)[N:9]=1)([CH3:4])([CH3:3])[CH3:2].CCN(C(C)C)C(C)C.[Cl:37][C:38]([Cl:45])([Cl:44])[CH2:39][O:40][C:41](Cl)=[O:42].